Dataset: Forward reaction prediction with 1.9M reactions from USPTO patents (1976-2016). Task: Predict the product of the given reaction. (1) Given the reactants [C:1](Cl)(=[O:6])[CH2:2][CH2:3][CH:4]=[CH2:5].[Br:8][CH2:9][CH2:10][OH:11].C(N(CC)CC)C, predict the reaction product. The product is: [C:1]([O:11][CH2:10][CH2:9][Br:8])(=[O:6])[CH2:2][CH2:3][CH:4]=[CH2:5]. (2) Given the reactants O.[NH2:2][NH2:3].[C:4]([C:6]1[C:11](=[O:12])[N:10]([C:13]2[CH:18]=[CH:17][C:16]([CH3:19])=[C:15]([CH3:20])[CH:14]=2)[C:9]([C:21]2[CH:26]=[CH:25][C:24]([S:27][CH3:28])=[CH:23][CH:22]=2)=[N:8][C:7]=1SC)#[N:5].C(=O)([O-])[O-].[K+].[K+], predict the reaction product. The product is: [NH2:5][C:4]1[C:6]2[C:11](=[O:12])[N:10]([C:13]3[CH:18]=[CH:17][C:16]([CH3:19])=[C:15]([CH3:20])[CH:14]=3)[C:9]([C:21]3[CH:26]=[CH:25][C:24]([S:27][CH3:28])=[CH:23][CH:22]=3)=[N:8][C:7]=2[NH:3][N:2]=1.